Dataset: Full USPTO retrosynthesis dataset with 1.9M reactions from patents (1976-2016). Task: Predict the reactants needed to synthesize the given product. (1) Given the product [C:52]([O:51][C:48]1[CH:47]=[CH:46][C:45]([CH2:44][C@H:40]([NH:39][C:37](=[O:38])[O:36][CH2:35][CH:33]2[C:34]3[CH:22]=[CH:23][CH:24]=[CH:25][C:26]=3[C:27]3[C:32]2=[CH:31][CH:30]=[CH:29][CH:28]=3)[C:41]([N:7]([C@@H:5]([CH3:6])[CH:4]([O:19][CH2:20][CH3:21])[O:3][CH2:1][CH3:2])[CH2:8][C:9]2[CH:18]=[CH:17][CH:16]=[C:15]3[C:10]=2[CH:11]=[CH:12][N:13]=[CH:14]3)=[O:42])=[CH:50][CH:49]=1)([CH3:55])([CH3:53])[CH3:54], predict the reactants needed to synthesize it. The reactants are: [CH2:1]([O:3][CH:4]([O:19][CH2:20][CH3:21])[C@@H:5]([NH:7][CH2:8][C:9]1[CH:18]=[CH:17][CH:16]=[C:15]2[C:10]=1[CH:11]=[CH:12][N:13]=[CH:14]2)[CH3:6])[CH3:2].[CH:22]1[C:34]2[CH:33]([CH2:35][O:36][C:37]([NH:39][C@@H:40]([CH2:44][C:45]3[CH:50]=[CH:49][C:48]([O:51][C:52]([CH3:55])([CH3:54])[CH3:53])=[CH:47][CH:46]=3)[C:41](O)=[O:42])=[O:38])[C:32]3[C:27](=[CH:28][CH:29]=[CH:30][CH:31]=3)[C:26]=2[CH:25]=[CH:24][CH:23]=1. (2) Given the product [Cl:1][CH:2]([Cl:21])[C:3]([N:5]1[C@H:9]([CH2:10][F:11])[C@@H:8]([C:12]2[CH:17]=[CH:16][C:15]([C:32]([O:50][CH3:51])=[O:72])=[CH:14][CH:13]=2)[O:7][C:6]1([CH3:20])[CH3:19])=[O:4], predict the reactants needed to synthesize it. The reactants are: [Cl:1][CH:2]([Cl:21])[C:3]([N:5]1[C@H:9]([CH2:10][F:11])[C@@H:8]([C:12]2[CH:17]=[CH:16][C:15](I)=[CH:14][CH:13]=2)[O:7][C:6]1([CH3:20])[CH3:19])=[O:4].C(N(CC)CC)C.CC1(C)C2[C:51](=C(P(C3C=CC=CC=3)C3C=CC=CC=3)C=CC=2)[O:50][C:32]2C(P(C3C=CC=CC=3)C3C=CC=CC=3)=CC=CC1=2.[C]=[O:72].